From a dataset of Full USPTO retrosynthesis dataset with 1.9M reactions from patents (1976-2016). Predict the reactants needed to synthesize the given product. (1) Given the product [CH3:1][C:2]1[C:7]([NH:8][C:9]([CH2:11][N:12]2[CH2:13][CH2:14][N:15]([CH2:18][CH:19]([OH:30])[CH2:20][O:21][C:22]3[CH:23]=[CH:24][CH:25]=[CH:26][C:27]=3[O:28][CH3:29])[CH2:16][CH2:17]2)=[O:10])=[C:6]([CH3:31])[CH:5]=[CH:4][CH:3]=1.[C:32]([O-:37])(=[O:36])[C:33]([O-:35])=[O:34], predict the reactants needed to synthesize it. The reactants are: [CH3:1][C:2]1[C:7]([NH:8][C:9]([CH2:11][N:12]2[CH2:17][CH2:16][N:15]([CH2:18][CH:19]([OH:30])[CH2:20][O:21][C:22]3[CH:23]=[CH:24][CH:25]=[CH:26][C:27]=3[O:28][CH3:29])[CH2:14][CH2:13]2)=[O:10])=[C:6]([CH3:31])[CH:5]=[CH:4][CH:3]=1.[C:32]([OH:37])(=[O:36])[C:33]([OH:35])=[O:34]. (2) Given the product [N:12]1[CH:11]=[CH:10][CH:9]=[N:8][C:7]=1[N:1]1[CH2:6][CH2:5][N:4]([C:22](=[O:23])[CH2:21][N:15]2[C:16]([Br:20])=[C:17]([Br:19])[N:18]=[C:14]2[Br:13])[CH2:3][CH2:2]1, predict the reactants needed to synthesize it. The reactants are: [N:1]1([C:7]2[N:12]=[CH:11][CH:10]=[CH:9][N:8]=2)[CH2:6][CH2:5][NH:4][CH2:3][CH2:2]1.[Br:13][C:14]1[N:15]([CH2:21][C:22](O)=[O:23])[C:16]([Br:20])=[C:17]([Br:19])[N:18]=1.CN(C(ON1N=NC2C=CC=CC1=2)=[N+](C)C)C.[B-](F)(F)(F)F.CN(C=O)C. (3) Given the product [CH2:29]([O:28][C:27](=[O:32])[CH2:33][CH2:8][C:7]([C:6]([O:5][C:1]([CH3:4])([CH3:3])[CH3:2])=[O:26])=[CH:9][C:11]1[O:12][C:13]([C:16]([O:18][CH2:19][C:20]2[CH:25]=[CH:24][CH:23]=[CH:22][CH:21]=2)=[O:17])=[CH:14][CH:15]=1)[CH3:30], predict the reactants needed to synthesize it. The reactants are: [C:1]([O:5][C:6](=[O:26])[C:7]([CH:9]([C:11]1[O:12][C:13]([C:16]([O:18][CH2:19][C:20]2[CH:25]=[CH:24][CH:23]=[CH:22][CH:21]=2)=[O:17])=[CH:14][CH:15]=1)O)=[CH2:8])([CH3:4])([CH3:3])[CH3:2].[CH:27]([O-:32])([O-])[O:28][CH2:29][CH3:30].[C:33](O)(=O)CC. (4) Given the product [CH2:6]([C:5]1[NH:14][N:13]=[C:3]([C:2]([F:11])([F:10])[F:1])[CH:4]=1)[CH3:7], predict the reactants needed to synthesize it. The reactants are: [F:1][C:2]([F:11])([F:10])[C:3](=O)[CH2:4][C:5](=O)[CH2:6][CH3:7].O.[NH2:13][NH2:14]. (5) Given the product [CH2:11]([O:10][C:6]1[CH:7]=[CH:8][CH:9]=[C:4]([N+:1]([O-:3])=[O:2])[CH:5]=1)[C:12]1[CH:17]=[CH:16][CH:15]=[CH:14][CH:13]=1, predict the reactants needed to synthesize it. The reactants are: [N+:1]([C:4]1[CH:5]=[C:6]([OH:10])[CH:7]=[CH:8][CH:9]=1)([O-:3])=[O:2].[CH2:11](Br)[C:12]1[CH:17]=[CH:16][CH:15]=[CH:14][CH:13]=1.C([O-])([O-])=O.[K+].[K+]. (6) Given the product [CH3:28][C:26]1[CH:27]=[C:22]([S:21][CH:14]([C:11]2[CH:12]=[CH:13][C:8]([C:7]([NH:6][CH2:5][CH2:4][C:3]([OH:2])=[O:32])=[O:31])=[CH:9][CH:10]=2)[CH2:15][CH2:16][C:17]([F:18])([F:19])[F:20])[CH:23]=[C:24]([CH3:30])[C:25]=1[C:38]1[CH:39]=[CH:40][C:35]([C:34]([F:45])([F:44])[F:33])=[CH:36][CH:37]=1, predict the reactants needed to synthesize it. The reactants are: C[O:2][C:3](=[O:32])[CH2:4][CH2:5][NH:6][C:7](=[O:31])[C:8]1[CH:13]=[CH:12][C:11]([CH:14]([S:21][C:22]2[CH:27]=[C:26]([CH3:28])[C:25](Br)=[C:24]([CH3:30])[CH:23]=2)[CH2:15][CH2:16][C:17]([F:20])([F:19])[F:18])=[CH:10][CH:9]=1.[F:33][C:34]([F:45])([F:44])[C:35]1[CH:40]=[CH:39][C:38](B(O)O)=[CH:37][CH:36]=1. (7) Given the product [C:1]([NH:5][C:7]1[N:16]([CH3:17])[C:15](=[O:18])[C:14]2[C:9](=[C:10]([I:19])[CH:11]=[CH:12][CH:13]=2)[N:8]=1)([CH3:4])([CH3:3])[CH3:2], predict the reactants needed to synthesize it. The reactants are: [C:1]([NH2:5])([CH3:4])([CH3:3])[CH3:2].Cl[C:7]1[N:16]([CH3:17])[C:15](=[O:18])[C:14]2[C:9](=[C:10]([I:19])[CH:11]=[CH:12][CH:13]=2)[N:8]=1. (8) Given the product [CH3:13][C:11]([C:10]([O:18][CH2:2][CH2:1][OH:4])=[O:17])=[CH2:12], predict the reactants needed to synthesize it. The reactants are: [C:1](OCCCC)(=[O:4])[CH:2]=C.[C:10]([OH:18])(=[O:17])[C:11]([CH2:13]C(O)=O)=[CH2:12].C(OS([O-])(=O)=O)CCCCCCCCCCC.[Na+]. (9) Given the product [CH3:11][C:10]1[C:5]([C:3]2[N:4]=[C:22]([C:12]3[C:21]4[C:16](=[CH:17][CH:18]=[CH:19][CH:20]=4)[CH:15]=[CH:14][CH:13]=3)[NH:1][N:2]=2)=[N:6][CH:7]=[CH:8][CH:9]=1, predict the reactants needed to synthesize it. The reactants are: [NH2:1][NH:2][C:3]([C:5]1[C:10]([CH3:11])=[CH:9][CH:8]=[CH:7][N:6]=1)=[NH:4].[C:12]1([CH:22]=O)[C:21]2[C:16](=[CH:17][CH:18]=[CH:19][CH:20]=2)[CH:15]=[CH:14][CH:13]=1. (10) Given the product [OH:10][C:8]([C:11]1[NH:12][C:13]2[C:18]([CH:19]=1)=[CH:17][C:16]([C:20]#[N:21])=[C:15]([C:22]([F:25])([F:23])[F:24])[CH:14]=2)([CH3:9])[CH2:7][OH:6], predict the reactants needed to synthesize it. The reactants are: C([Si](C)(C)[O:6][CH2:7][C:8]([C:11]1[N:12](S(C)(=O)=O)[C:13]2[C:18]([CH:19]=1)=[CH:17][C:16]([C:20]#[N:21])=[C:15]([C:22]([F:25])([F:24])[F:23])[CH:14]=2)([OH:10])[CH3:9])(C)(C)C.[OH-].[Na+].Cl.